Dataset: Reaction yield outcomes from USPTO patents with 853,638 reactions. Task: Predict the reaction yield, written as a fraction of the theoretical maximum amount of product (1.0 means a 100% yield; for example, 0.34 means a 34% yield). (1) The reactants are F[C:2]1[CH:9]=[CH:8][C:5]([C:6]#[N:7])=[CH:4][C:3]=1[CH3:10].[NH:11]1[CH2:16][CH2:15][NH:14][CH2:13][CH2:12]1.O. The catalyst is CS(C)=O. The product is [CH3:10][C:3]1[CH:4]=[C:5]([CH:8]=[CH:9][C:2]=1[N:11]1[CH2:16][CH2:15][NH:14][CH2:13][CH2:12]1)[C:6]#[N:7]. The yield is 0.696. (2) The reactants are [F:1][C:2]1([C:31]([O:33]CC)=[O:32])[CH2:7][CH2:6][N:5]([C:8](=[O:30])[NH:9][CH2:10][CH2:11][NH:12][C:13]([C:15]2[C:16]([C:26]([F:29])([F:28])[F:27])=[N:17][N:18]([C:20]3[CH:25]=[CH:24][CH:23]=[CH:22][CH:21]=3)[CH:19]=2)=[O:14])[CH2:4][CH2:3]1.O.[OH-].[Li+]. The catalyst is C1COCC1.O. The product is [F:1][C:2]1([C:31]([OH:33])=[O:32])[CH2:7][CH2:6][N:5]([C:8](=[O:30])[NH:9][CH2:10][CH2:11][NH:12][C:13]([C:15]2[C:16]([C:26]([F:29])([F:27])[F:28])=[N:17][N:18]([C:20]3[CH:25]=[CH:24][CH:23]=[CH:22][CH:21]=3)[CH:19]=2)=[O:14])[CH2:4][CH2:3]1. The yield is 0.980.